This data is from NCI-60 drug combinations with 297,098 pairs across 59 cell lines. The task is: Regression. Given two drug SMILES strings and cell line genomic features, predict the synergy score measuring deviation from expected non-interaction effect. (1) Drug 1: C1=CC=C(C=C1)NC(=O)CCCCCCC(=O)NO. Drug 2: COC1=C2C(=CC3=C1OC=C3)C=CC(=O)O2. Cell line: HL-60(TB). Synergy scores: CSS=48.7, Synergy_ZIP=-5.06, Synergy_Bliss=-6.78, Synergy_Loewe=-35.7, Synergy_HSA=-7.20. (2) Drug 1: CCC(=C(C1=CC=CC=C1)C2=CC=C(C=C2)OCCN(C)C)C3=CC=CC=C3.C(C(=O)O)C(CC(=O)O)(C(=O)O)O. Drug 2: CC1=C2C(C(=O)C3(C(CC4C(C3C(C(C2(C)C)(CC1OC(=O)C(C(C5=CC=CC=C5)NC(=O)C6=CC=CC=C6)O)O)OC(=O)C7=CC=CC=C7)(CO4)OC(=O)C)O)C)OC(=O)C. Cell line: SN12C. Synergy scores: CSS=48.2, Synergy_ZIP=14.9, Synergy_Bliss=15.7, Synergy_Loewe=-28.4, Synergy_HSA=12.6. (3) Drug 1: CS(=O)(=O)C1=CC(=C(C=C1)C(=O)NC2=CC(=C(C=C2)Cl)C3=CC=CC=N3)Cl. Drug 2: CCC1(C2=C(COC1=O)C(=O)N3CC4=CC5=C(C=CC(=C5CN(C)C)O)N=C4C3=C2)O.Cl. Cell line: K-562. Synergy scores: CSS=22.7, Synergy_ZIP=-6.52, Synergy_Bliss=-0.824, Synergy_Loewe=-20.2, Synergy_HSA=-1.11. (4) Drug 1: C1=CC(=CC=C1CCC2=CNC3=C2C(=O)NC(=N3)N)C(=O)NC(CCC(=O)O)C(=O)O. Drug 2: C1=C(C(=O)NC(=O)N1)N(CCCl)CCCl. Cell line: HS 578T. Synergy scores: CSS=34.9, Synergy_ZIP=-2.35, Synergy_Bliss=4.38, Synergy_Loewe=2.93, Synergy_HSA=7.10. (5) Drug 1: CCCCCOC(=O)NC1=NC(=O)N(C=C1F)C2C(C(C(O2)C)O)O. Drug 2: B(C(CC(C)C)NC(=O)C(CC1=CC=CC=C1)NC(=O)C2=NC=CN=C2)(O)O. Cell line: SF-295. Synergy scores: CSS=11.1, Synergy_ZIP=1.60, Synergy_Bliss=1.70, Synergy_Loewe=-41.5, Synergy_HSA=-0.173. (6) Drug 1: CS(=O)(=O)C1=CC(=C(C=C1)C(=O)NC2=CC(=C(C=C2)Cl)C3=CC=CC=N3)Cl. Drug 2: COCCOC1=C(C=C2C(=C1)C(=NC=N2)NC3=CC=CC(=C3)C#C)OCCOC.Cl. Cell line: TK-10. Synergy scores: CSS=36.5, Synergy_ZIP=-2.56, Synergy_Bliss=6.90, Synergy_Loewe=-16.1, Synergy_HSA=8.05. (7) Drug 1: CC(C1=C(C=CC(=C1Cl)F)Cl)OC2=C(N=CC(=C2)C3=CN(N=C3)C4CCNCC4)N. Drug 2: CN1C2=C(C=C(C=C2)N(CCCl)CCCl)N=C1CCCC(=O)O.Cl. Cell line: OVCAR3. Synergy scores: CSS=13.0, Synergy_ZIP=1.98, Synergy_Bliss=3.89, Synergy_Loewe=1.12, Synergy_HSA=0.454. (8) Drug 1: CC1C(C(CC(O1)OC2CC(CC3=C2C(=C4C(=C3O)C(=O)C5=C(C4=O)C(=CC=C5)OC)O)(C(=O)C)O)N)O.Cl. Drug 2: C1CN1P(=S)(N2CC2)N3CC3. Cell line: SK-OV-3. Synergy scores: CSS=9.93, Synergy_ZIP=-5.55, Synergy_Bliss=-3.26, Synergy_Loewe=-11.4, Synergy_HSA=-2.30.